Dataset: Forward reaction prediction with 1.9M reactions from USPTO patents (1976-2016). Task: Predict the product of the given reaction. (1) Given the reactants C(Cl)(=O)C(Cl)=O.[I:7][C:8]1[CH:9]=[C:10]([CH:16]=[CH:17][CH:18]=1)[O:11][CH2:12][C:13](O)=[O:14].[CH2:19]([N:21](CC)[CH2:22]C)C.CNC, predict the reaction product. The product is: [I:7][C:8]1[CH:9]=[C:10]([CH:16]=[CH:17][CH:18]=1)[O:11][CH2:12][C:13]([N:21]([CH3:22])[CH3:19])=[O:14]. (2) Given the reactants [Cl:1][C:2]1[C:3]2[N:4]([CH:8]=[C:9]([CH3:11])[N:10]=2)[CH:5]=[CH:6][N:7]=1.[Br:12]N1C(=O)CCC1=O, predict the reaction product. The product is: [Br:12][C:8]1[N:4]2[CH:5]=[CH:6][N:7]=[C:2]([Cl:1])[C:3]2=[N:10][C:9]=1[CH3:11]. (3) Given the reactants [Cl:1][C:2]1[CH:7]=[C:6]([N:8]([CH3:10])[CH3:9])[C:5]([F:11])=[CH:4][C:3]=1[C:12]1[CH:17]=[CH:16][N:15]=[C:14]([NH:18][C@@H:19]([CH:21]2[CH2:23][CH2:22]2)[CH3:20])[C:13]=1[N+:24]([O-])=O.Cl[Sn]Cl.O, predict the reaction product. The product is: [Cl:1][C:2]1[CH:7]=[C:6]([N:8]([CH3:9])[CH3:10])[C:5]([F:11])=[CH:4][C:3]=1[C:12]1[CH:17]=[CH:16][N:15]=[C:14]([NH:18][C@@H:19]([CH:21]2[CH2:22][CH2:23]2)[CH3:20])[C:13]=1[NH2:24].